From a dataset of Forward reaction prediction with 1.9M reactions from USPTO patents (1976-2016). Predict the product of the given reaction. (1) The product is: [C:1]([NH:5][S:15]([C:12]1[CH:11]=[CH:10][C:9]([N+:6]([O-:8])=[O:7])=[CH:14][CH:13]=1)(=[O:16])=[O:17])([CH3:4])([CH3:3])[CH3:2]. Given the reactants [C:1]([NH2:5])([CH3:4])([CH3:3])[CH3:2].[N+:6]([C:9]1[CH:14]=[CH:13][C:12]([S:15](Cl)(=[O:17])=[O:16])=[CH:11][CH:10]=1)([O-:8])=[O:7], predict the reaction product. (2) Given the reactants [CH3:1][C@@H:2]1[CH2:7][NH:6][CH2:5][CH2:4][N:3]1[C:8]1[C:17]2[C:12](=[CH:13][CH:14]=[CH:15][CH:16]=2)[C:11]([C:18]2[CH:23]=[CH:22][CH:21]=[CH:20][CH:19]=2)=[N:10][N:9]=1.C(N(CC)CC)C.[C:31](Cl)(=[O:38])[C:32]1[CH:37]=[CH:36][CH:35]=[CH:34][CH:33]=1, predict the reaction product. The product is: [CH3:1][C@H:2]1[N:3]([C:8]2[C:17]3[C:12](=[CH:13][CH:14]=[CH:15][CH:16]=3)[C:11]([C:18]3[CH:23]=[CH:22][CH:21]=[CH:20][CH:19]=3)=[N:10][N:9]=2)[CH2:4][CH2:5][N:6]([C:31]([C:32]2[CH:37]=[CH:36][CH:35]=[CH:34][CH:33]=2)=[O:38])[CH2:7]1. (3) Given the reactants [Br:1][C:2]1[CH:7]=[CH:6][C:5]([NH:8][C:9](=[O:20])[C:10]2[CH:15]=[CH:14][C:13](Cl)=[C:12]([N+:17]([O-:19])=[O:18])[CH:11]=2)=[CH:4][CH:3]=1.[NH2:21][C:22]1[CH:27]=[CH:26][C:25]([OH:28])=[CH:24][CH:23]=1.[OH-].[K+].Cl, predict the reaction product. The product is: [NH2:21][C:22]1[CH:27]=[CH:26][C:25]([O:28][C:13]2[CH:14]=[CH:15][C:10]([C:9]([NH:8][C:5]3[CH:6]=[CH:7][C:2]([Br:1])=[CH:3][CH:4]=3)=[O:20])=[CH:11][C:12]=2[N+:17]([O-:19])=[O:18])=[CH:24][CH:23]=1.